This data is from Full USPTO retrosynthesis dataset with 1.9M reactions from patents (1976-2016). The task is: Predict the reactants needed to synthesize the given product. (1) Given the product [Cl:1][C:2]1[CH:7]=[CH:6][C:5]([CH:8]2[C:13]3[N:14]4[N:19]=[C:18]([CH3:20])[S:17][C:15]4=[N:16][C:12]=3[CH2:11][CH2:10][N:9]2[C:21](=[O:32])[CH2:22][O:23][C:24]2[C:25]([Cl:31])=[N:26][C:27]([N:37]3[CH2:38][C@@H:39]([CH3:41])[CH2:40][C@H:35]([CH3:34])[CH2:36]3)=[CH:28][CH:29]=2)=[C:4]([F:33])[CH:3]=1, predict the reactants needed to synthesize it. The reactants are: [Cl:1][C:2]1[CH:7]=[CH:6][C:5]([CH:8]2[C:13]3[N:14]4[N:19]=[C:18]([CH3:20])[S:17][C:15]4=[N:16][C:12]=3[CH2:11][CH2:10][N:9]2[C:21](=[O:32])[CH2:22][O:23][C:24]2[C:25]([Cl:31])=[N:26][C:27](I)=[CH:28][CH:29]=2)=[C:4]([F:33])[CH:3]=1.[CH3:34][C@H:35]1[CH2:40][C@H:39]([CH3:41])[CH2:38][NH:37][CH2:36]1. (2) Given the product [CH3:34][S:31]([C:28]1[CH:29]=[CH:30][C:25]([O:24][C:23]2[C:9]([N:40]3[CH2:47][CH2:46][CH2:45][C@H:41]3[C:42]([NH2:44])=[O:43])=[CH:10][C:11]3[NH:15][C:14]([C:16]4[CH:21]=[CH:20][CH:19]=[CH:18][N:17]=4)=[N:13][C:12]=3[CH:22]=2)=[CH:26][CH:27]=1)(=[O:32])=[O:33], predict the reactants needed to synthesize it. The reactants are: C(OC(C1C=CC=CC=1O[C:9]1[C:23]([O:24][C:25]2[CH:30]=[CH:29][C:28]([S:31]([CH3:34])(=[O:33])=[O:32])=[CH:27][CH:26]=2)=[CH:22][C:12]2[NH:13][C:14]([C:16]3[CH:21]=[CH:20][CH:19]=[CH:18][N:17]=3)=[N:15][C:11]=2[CH:10]=1)=O)C.Cl.[NH:40]1[CH2:47][CH2:46][CH2:45][C@H:41]1[C:42]([NH2:44])=[O:43]. (3) Given the product [NH2:1][C:4]1[S:8][C:7](/[CH:9]=[CH:10]/[C:11]2[N:12]=[C:13]([NH:16][C:17](=[O:19])[CH3:18])[S:14][CH:15]=2)=[CH:6][CH:5]=1, predict the reactants needed to synthesize it. The reactants are: [N+:1]([C:4]1[S:8][C:7](/[CH:9]=[CH:10]/[C:11]2[N:12]=[C:13]([NH:16][C:17](=[O:19])[CH3:18])[S:14][CH:15]=2)=[CH:6][CH:5]=1)([O-])=O.CN(C)C=O.CO.C(OCC)(=O)C. (4) The reactants are: [O:1]=[C:2]1[NH:7][CH2:6][CH:5]([C:8](OCC)=[O:9])[CH2:4][CH2:3]1.CC(C[AlH]CC(C)C)C.CO. Given the product [OH:9][CH2:8][CH:5]1[CH2:6][NH:7][C:2](=[O:1])[CH2:3][CH2:4]1, predict the reactants needed to synthesize it. (5) Given the product [CH:1]1([C:4]2[C:12]3[CH:11]=[C:10]([CH2:13][CH2:14][CH2:15][CH2:16][N:17]4[CH:21]=[C:20]([C:22]([OH:24])=[O:23])[N:19]=[N:18]4)[N:9]=[N:8][C:7]=3[NH:6][C:5]=2[I:29])[CH2:3][CH2:2]1, predict the reactants needed to synthesize it. The reactants are: [CH:1]1([C:4]2[C:12]3[CH:11]=[C:10]([CH2:13][CH2:14][CH2:15][CH2:16][N:17]4[CH:21]=[C:20]([C:22]([O:24]C(C)(C)C)=[O:23])[N:19]=[N:18]4)[N:9]=[N:8][C:7]=3[NH:6][C:5]=2[I:29])[CH2:3][CH2:2]1. (6) Given the product [O:11]1[CH2:12][CH2:13][CH:14]([C:17]2[C:18]([O:23][C:24]3[CH:30]=[CH:29][C:27]([NH:28][C:2]4[S:3][C:4]5[CH:10]=[CH:9][CH:8]=[CH:7][C:5]=5[N:6]=4)=[CH:26][CH:25]=3)=[N:19][CH:20]=[N:21][CH:22]=2)[CH2:15][CH2:16]1, predict the reactants needed to synthesize it. The reactants are: Cl[C:2]1[S:3][C:4]2[CH:10]=[CH:9][CH:8]=[CH:7][C:5]=2[N:6]=1.[O:11]1[CH2:16][CH2:15][CH:14]([C:17]2[C:18]([O:23][C:24]3[CH:30]=[CH:29][C:27]([NH2:28])=[CH:26][CH:25]=3)=[N:19][CH:20]=[N:21][CH:22]=2)[CH2:13][CH2:12]1. (7) The reactants are: [Br:1][C:2]1[CH:10]=[CH:9][C:5]([C:6]([OH:8])=[O:7])=[C:4]([Cl:11])[CH:3]=1.S(Cl)(Cl)=O.[CH3:16]O. Given the product [CH3:16][O:7][C:6](=[O:8])[C:5]1[CH:9]=[CH:10][C:2]([Br:1])=[CH:3][C:4]=1[Cl:11], predict the reactants needed to synthesize it. (8) The reactants are: Cl[C:2]1[N:7]=[C:6]([N:8]2[C:12]([CH3:13])=[CH:11][C:10]([CH3:14])=[N:9]2)[N:5]=[C:4]([NH:15][O:16][CH3:17])[CH:3]=1.O1[CH2:23][CH2:22][O:21][CH2:20]C1. Given the product [CH3:14][C:10]1[CH:11]=[C:12]([CH3:13])[N:8]([C:6]2[N:5]=[C:4]([NH:15][O:16][CH3:17])[CH:3]=[C:2]([N:5]3[CH2:4][CH2:3][CH2:2][C@@H:23]3[CH2:22][O:21][CH3:20])[N:7]=2)[N:9]=1, predict the reactants needed to synthesize it.